Dataset: CYP3A4 inhibition data for predicting drug metabolism from PubChem BioAssay. Task: Regression/Classification. Given a drug SMILES string, predict its absorption, distribution, metabolism, or excretion properties. Task type varies by dataset: regression for continuous measurements (e.g., permeability, clearance, half-life) or binary classification for categorical outcomes (e.g., BBB penetration, CYP inhibition). Dataset: cyp3a4_veith. (1) The result is 0 (non-inhibitor). The molecule is CC(=O)c1cn(CCCCCCCCCCn2cc(C(C)=O)c(=O)[nH]c2=O)c(=O)[nH]c1=O. (2) The compound is CCCCOC(=O)CCc1c(C)[nH]c(=O)c(C#N)c1C. The result is 0 (non-inhibitor). (3) The drug is COc1cccc(-c2cc(NCc3ccccc3OC)ncn2)c1. The result is 1 (inhibitor). (4) The drug is S=C(Nc1ccccc1)Nc1ccc(OCc2ccccc2)cc1. The result is 0 (non-inhibitor). (5) The drug is C[C@@H]1CC[C@H]2[C@H](C)[C@H]3[C@H](C[C@H]4[C@@H]5CC=C6C[C@@H](O)CC[C@@]6(C)[C@@H]5C[C@@H](O)[C@@]43C)N2C1. The result is 0 (non-inhibitor). (6) The compound is COc1ccc(CC(=O)NCCN2CCCC2)cc1.Cl. The result is 0 (non-inhibitor).